This data is from Full USPTO retrosynthesis dataset with 1.9M reactions from patents (1976-2016). The task is: Predict the reactants needed to synthesize the given product. (1) Given the product [C:1]([O:5][C@@H:6]([C:10]1[C:35]([CH3:36])=[CH:34][C:13]2[N:14]=[C:15]([C:17]3[CH:22]=[CH:21][N:20]=[C:19]([C:45]4[CH:46]=[C:47]5[C:51](=[CH:52][CH:53]=4)[N:50]([CH3:54])[C:49](=[O:55])[CH2:48]5)[CH:18]=3)[S:16][C:12]=2[C:11]=1[C:37]1[CH:42]=[CH:41][C:40]([Cl:43])=[CH:39][CH:38]=1)[C:7]([OH:9])=[O:8])([CH3:2])([CH3:3])[CH3:4], predict the reactants needed to synthesize it. The reactants are: [C:1]([O:5][C@@H:6]([C:10]1[C:35]([CH3:36])=[CH:34][C:13]2[N:14]=[C:15]([C:17]3[CH:22]=[CH:21][N:20]=[C:19](C4C=CC=C5C=4CC(=O)N5C)[CH:18]=3)[S:16][C:12]=2[C:11]=1[C:37]1[CH:42]=[CH:41][C:40]([Cl:43])=[CH:39][CH:38]=1)[C:7]([OH:9])=[O:8])([CH3:4])([CH3:3])[CH3:2].Br[C:45]1[CH:46]=[C:47]2[C:51](=[CH:52][CH:53]=1)[N:50]([CH3:54])[C:49](=[O:55])[CH2:48]2. (2) Given the product [Cl:14][C:12]1[C:11]([C:15]([F:18])([F:17])[F:16])=[CH:10][C:9]2[NH:19][C:20](=[O:35])[CH2:21][C:22]([C:24]3[CH:29]=[CH:28][CH:27]=[C:26]([N:30]4[CH:34]=[CH:33][N:32]=[CH:31]4)[CH:25]=3)=[N:7][C:8]=2[CH:13]=1, predict the reactants needed to synthesize it. The reactants are: C(OC(=O)[NH:7][C:8]1[CH:13]=[C:12]([Cl:14])[C:11]([C:15]([F:18])([F:17])[F:16])=[CH:10][C:9]=1[NH:19][C:20](=[O:35])[CH2:21][C:22]([C:24]1[CH:29]=[CH:28][CH:27]=[C:26]([N:30]2[CH:34]=[CH:33][N:32]=[CH:31]2)[CH:25]=1)=O)(C)(C)C.C(O)(C(F)(F)F)=O. (3) Given the product [CH2:41]([S:48]([NH:51][C:34]([C:33]1[S:32][C:31]2[CH:37]=[CH:38][CH:39]=[CH:40][C:30]=2[C:29]=1[CH2:28][CH2:27][CH2:26][O:25][C:15]1[C:24]2[C:19](=[CH:20][CH:21]=[CH:22][CH:23]=2)[CH:18]=[CH:17][CH:16]=1)=[O:35])(=[O:50])=[O:49])[C:42]1[CH:47]=[CH:46][CH:45]=[CH:44][CH:43]=1, predict the reactants needed to synthesize it. The reactants are: C1C2C(=CC=CC=2)C=CC=1S(N)(=O)=O.[C:15]1([O:25][CH2:26][CH2:27][CH2:28][C:29]2[C:30]3[CH:40]=[CH:39][CH:38]=[CH:37][C:31]=3[S:32][C:33]=2[C:34](O)=[O:35])[C:24]2[C:19](=[CH:20][CH:21]=[CH:22][CH:23]=2)[CH:18]=[CH:17][CH:16]=1.[CH2:41]([S:48]([NH2:51])(=[O:50])=[O:49])[C:42]1[CH:47]=[CH:46][CH:45]=[CH:44][CH:43]=1. (4) The reactants are: Br[C:2]1[CH:3]=[C:4]([CH2:9][NH:10][C:11]([C:13]2[CH:18]=[CH:17][CH:16]=[C:15]([C:19]([NH:21][CH2:22][C:23]3[C:24]([NH:36][CH:37]4[CH2:42][CH2:41][O:40][CH2:39][CH2:38]4)=[C:25]4[CH:33]=[N:32][N:31]([CH2:34][CH3:35])[C:26]4=[N:27][C:28]=3[CH2:29][CH3:30])=[O:20])[N:14]=2)=[O:12])[CH:5]=[CH:6][C:7]=1[F:8].CC1(C)C(C)(C)OB([C:51]2[CH:52]=[C:53]([CH2:57][CH:58]3[CH2:63][CH2:62][N:61]([C:64]([O:66][C:67]([CH3:70])([CH3:69])[CH3:68])=[O:65])[CH2:60][CH2:59]3)[CH:54]=[CH:55][CH:56]=2)O1.C([O-])([O-])=O.[Na+].[Na+]. Given the product [CH2:34]([N:31]1[C:26]2=[N:27][C:28]([CH2:29][CH3:30])=[C:23]([CH2:22][NH:21][C:19]([C:15]3[N:14]=[C:13]([C:11]([NH:10][CH2:9][C:4]4[CH:5]=[CH:6][C:7]([F:8])=[C:2]([C:55]5[CH:56]=[CH:51][CH:52]=[C:53]([CH2:57][CH:58]6[CH2:59][CH2:60][N:61]([C:64]([O:66][C:67]([CH3:70])([CH3:69])[CH3:68])=[O:65])[CH2:62][CH2:63]6)[CH:54]=5)[CH:3]=4)=[O:12])[CH:18]=[CH:17][CH:16]=3)=[O:20])[C:24]([NH:36][CH:37]3[CH2:42][CH2:41][O:40][CH2:39][CH2:38]3)=[C:25]2[CH:33]=[N:32]1)[CH3:35], predict the reactants needed to synthesize it. (5) Given the product [CH2:2]([O:3][C:4]([C:6]1[NH:7][C:8]2[C:13]([C:14]=1[CH2:15][CH2:16][CH2:21][Cl:24])=[CH:12][C:11]([C:18](=[O:20])[NH:31][C:29]1[CH:28]=[N:33][CH:26]=[CH:25][CH:30]=1)=[CH:10][CH:9]=2)=[O:5])[CH3:1], predict the reactants needed to synthesize it. The reactants are: [CH3:1][CH2:2][O:3][C:4]([C:6]1[NH:7][C:8]2[C:13]([C:14]=1[CH2:15][CH2:16]Cl)=[CH:12][C:11]([C:18]([OH:20])=O)=[CH:10][CH:9]=2)=[O:5].[CH2:21]([Cl:24])CCl.[CH:25]1[CH:26]=C[C:28]2[N:33](O)N=[N:31][C:29]=2[CH:30]=1.NC1C=NC=CC=1. (6) Given the product [N:21]1([CH2:20][CH2:19][O:18][C:11]2[C:12]3[C:17](=[CH:16][CH:15]=[CH:14][CH:13]=3)[C:8]([NH:7][C:5]([C:4]3[CH:3]=[C:2]([C:30]4[CH:35]=[CH:34][CH:33]=[CH:32][CH:31]=4)[CH:29]=[CH:28][CH:27]=3)=[O:6])=[CH:9][CH:10]=2)[CH2:26][CH2:25][O:24][CH2:23][CH2:22]1, predict the reactants needed to synthesize it. The reactants are: Br[C:2]1[CH:3]=[C:4]([CH:27]=[CH:28][CH:29]=1)[C:5]([NH:7][C:8]1[C:17]2[C:12](=[CH:13][CH:14]=[CH:15][CH:16]=2)[C:11]([O:18][CH2:19][CH2:20][N:21]2[CH2:26][CH2:25][O:24][CH2:23][CH2:22]2)=[CH:10][CH:9]=1)=[O:6].[C:30]1(B(O)O)[CH:35]=[CH:34][CH:33]=[CH:32][CH:31]=1. (7) Given the product [I:1][C:2]1[C:6]([C:7]2[CH:12]=[CH:11][N:10]=[C:9]([S:13][CH3:14])[N:8]=2)=[CH:5][N:4]([CH:20]2[CH2:19][CH2:18][CH2:17][CH2:16][O:15]2)[N:3]=1, predict the reactants needed to synthesize it. The reactants are: [I:1][C:2]1[C:6]([C:7]2[CH:12]=[CH:11][N:10]=[C:9]([S:13][CH3:14])[N:8]=2)=[CH:5][NH:4][N:3]=1.[OH2:15].[C:16]1(C)C=[CH:20][C:19](S(O)(=O)=O)=[CH:18][CH:17]=1.